This data is from Catalyst prediction with 721,799 reactions and 888 catalyst types from USPTO. The task is: Predict which catalyst facilitates the given reaction. (1) Reactant: [C:1]([C:5]1[CH:41]=[CH:40][C:8]([C:9]([NH:11][C:12]2[CH:39]=[CH:38][CH:37]=[CH:36][C:13]=2[C:14]([NH:16][C:17]2[CH:18]=[CH:19][C:20]3[N:24]=[CH:23][N:22](S(C4C=CC(C)=CC=4)(=O)=O)[C:21]=3[CH:35]=2)=[O:15])=[O:10])=[CH:7][CH:6]=1)([CH3:4])([CH3:3])[CH3:2].[N+](C1C=CC=CC=1C(NC1C=CC2N=CN(S(C3C=CC(C)=CC=3)(=O)=O)C=2C=1)=O)([O-])=O.C(C1C=CC(C(Cl)=O)=CC=1)(C)(C)C.O[Li].O. Product: [N:22]1[C:21]2[CH:35]=[C:17]([NH:16][C:14](=[O:15])[C:13]3[CH:36]=[CH:37][CH:38]=[CH:39][C:12]=3[NH:11][C:9](=[O:10])[C:8]3[CH:7]=[CH:6][C:5]([C:1]([CH3:2])([CH3:4])[CH3:3])=[CH:41][CH:40]=3)[CH:18]=[CH:19][C:20]=2[NH:24][CH:23]=1. The catalyst class is: 38. (2) Reactant: [NH2:1][C:2]1[CH:7]=[CH:6][C:5]([N:8]([CH3:13])[S:9]([CH3:12])(=[O:11])=[O:10])=[CH:4][C:3]=1[SH:14].C(N(CC)CC)C.Cl[CH2:23][C:24](=O)[CH2:25][C:26]([O:28][CH2:29][CH3:30])=[O:27]. Product: [CH2:29]([O:28][C:26](=[O:27])[CH2:25][C:24]1[NH:1][C:2]2[CH:7]=[CH:6][C:5]([N:8]([S:9]([CH3:12])(=[O:11])=[O:10])[CH3:13])=[CH:4][C:3]=2[S:14][CH:23]=1)[CH3:30]. The catalyst class is: 7. (3) Product: [ClH:1].[CH2:26]([O:25][CH:23]1[CH2:24][NH:21][CH2:22]1)[CH2:27][CH2:28][CH3:29]. The catalyst class is: 26. Reactant: [Cl:1]C(OC(Cl)C)=O.C([N:21]1[CH2:24][CH:23]([O:25][CH2:26][CH2:27][CH2:28][CH3:29])[CH2:22]1)(C1C=CC=CC=1)C1C=CC=CC=1.CO. (4) Reactant: [NH2:1][C@@H:2]([C:4]1[CH:11]=[CH:10][C:7]([C:8]#[N:9])=[C:6]([C:12]2[N:17]=[C:16]3[N:18]([CH3:27])[C:19](=[O:26])[N:20]([CH2:21][C:22]([CH3:25])([CH3:24])[CH3:23])[C:15]3=[CH:14][CH:13]=2)[CH:5]=1)[CH3:3].[CH:28]([S:30]([CH:33]=[CH2:34])(=[O:32])=[O:31])=[CH2:29]. Product: [CH3:24][C:22]([CH3:23])([CH3:25])[CH2:21][N:20]1[C:15]2[C:16](=[N:17][C:12]([C:6]3[CH:5]=[C:4]([C@H:2]([N:1]4[CH2:34][CH2:33][S:30](=[O:32])(=[O:31])[CH2:28][CH2:29]4)[CH3:3])[CH:11]=[CH:10][C:7]=3[C:8]#[N:9])=[CH:13][CH:14]=2)[N:18]([CH3:27])[C:19]1=[O:26]. The catalyst class is: 8.